From a dataset of Full USPTO retrosynthesis dataset with 1.9M reactions from patents (1976-2016). Predict the reactants needed to synthesize the given product. (1) Given the product [CH3:8][S:9]([C:12]1[CH:13]=[CH:14][C:15]([O:16][C:17]2[N:22]=[CH:21][N:20]=[C:19]3[N:23]([CH:26]4[CH2:27][CH2:28][N:29]([CH2:34][C:35]5[CH:41]=[CH:40][CH:39]=[CH:38][C:36]=5[OH:37])[CH2:30][CH2:31]4)[N:24]=[CH:25][C:18]=23)=[CH:32][CH:33]=1)(=[O:11])=[O:10], predict the reactants needed to synthesize it. The reactants are: FC(F)(F)C(O)=O.[CH3:8][S:9]([C:12]1[CH:33]=[CH:32][C:15]([O:16][C:17]2[N:22]=[CH:21][N:20]=[C:19]3[N:23]([CH:26]4[CH2:31][CH2:30][NH:29][CH2:28][CH2:27]4)[N:24]=[CH:25][C:18]=23)=[CH:14][CH:13]=1)(=[O:11])=[O:10].[CH:34](=O)[C:35]1[C:36](=[CH:38][CH:39]=[CH:40][CH:41]=1)[OH:37].C(N(CC)CC)C.C(O[BH-](OC(=O)C)OC(=O)C)(=O)C.[Na+]. (2) The reactants are: [NH2:1][C:2]1[N:7]=[C:6]([C:8]2[N:12]3[CH:13]=[CH:14][CH:15]=[CH:16][C:11]3=[N:10][CH:9]=2)[CH:5]=[CH:4][N:3]=1.Br[C:18]1[CH:31]=[CH:30][C:21]([C:22]([C:24]2[CH:29]=[CH:28][CH:27]=[CH:26][CH:25]=2)=[O:23])=[CH:20][CH:19]=1.C(=O)([O-])[O-].[Cs+].[Cs+]. Given the product [C:22]([C:24]1[CH:29]=[CH:28][C:27]([NH:1][C:2]2[N:7]=[C:6]([C:8]3[N:12]4[CH:13]=[CH:14][CH:15]=[CH:16][C:11]4=[N:10][CH:9]=3)[CH:5]=[CH:4][N:3]=2)=[CH:26][CH:25]=1)(=[O:23])[C:21]1[CH:30]=[CH:31][CH:18]=[CH:19][CH:20]=1, predict the reactants needed to synthesize it.